Dataset: Peptide-MHC class II binding affinity with 134,281 pairs from IEDB. Task: Regression. Given a peptide amino acid sequence and an MHC pseudo amino acid sequence, predict their binding affinity value. This is MHC class II binding data. (1) The peptide sequence is ATATATSAVGAPTGA. The MHC is HLA-DQA10104-DQB10503 with pseudo-sequence HLA-DQA10104-DQB10503. The binding affinity (normalized) is 0.0576. (2) The peptide sequence is AATAAAAAAVDRGDP. The MHC is DRB1_0405 with pseudo-sequence DRB1_0405. The binding affinity (normalized) is 0.